The task is: Predict which catalyst facilitates the given reaction.. This data is from Catalyst prediction with 721,799 reactions and 888 catalyst types from USPTO. (1) Reactant: [Br:1][C:2]1[C:10]([O:11][CH3:12])=[CH:9][CH:8]=[CH:7][C:3]=1[C:4]([OH:6])=O.CN1CCOCC1.Cl.[CH3:21][O:22][NH:23][CH3:24].[Cl-].COC1N=C(OC)N=C([N+]2(C)CCOCC2)N=1.Cl. Product: [Br:1][C:2]1[C:10]([O:11][CH3:12])=[CH:9][CH:8]=[CH:7][C:3]=1[C:4]([N:23]([O:22][CH3:21])[CH3:24])=[O:6]. The catalyst class is: 10. (2) Reactant: [OH:1][C:2]1[CH:12]=[CH:11][C:5]([C:6]([O:8][CH2:9][CH3:10])=[O:7])=[CH:4][CH:3]=1.Br[CH2:14][C:15]([O:17]C(C)(C)C)=[O:16].C(O)(C(F)(F)F)=O. Product: [CH2:9]([O:8][C:6]([C:5]1[CH:4]=[CH:3][C:2]([O:1][CH2:14][C:15]([OH:17])=[O:16])=[CH:12][CH:11]=1)=[O:7])[CH3:10]. The catalyst class is: 4. (3) Reactant: [Si:1]([O:8][CH2:9][C@:10]12[CH2:26][CH2:25][C@H:24]([OH:27])[CH2:23][C@@H:22]1[CH2:21][CH2:20][CH:19]1[CH:11]2[CH2:12][CH2:13][C@@:14]2([CH3:29])[CH:18]1[CH2:17][CH2:16][C:15]2=[O:28])([C:4]([CH3:7])([CH3:6])[CH3:5])([CH3:3])[CH3:2].C1C=C[NH+]=CC=1.[O-][Cr](Cl)(=O)=O. Product: [Si:1]([O:8][CH2:9][C@:10]12[CH2:26][CH2:25][C:24](=[O:27])[CH2:23][C@@H:22]1[CH2:21][CH2:20][CH:19]1[CH:11]2[CH2:12][CH2:13][C@@:14]2([CH3:29])[CH:18]1[CH2:17][CH2:16][C:15]2=[O:28])([C:4]([CH3:7])([CH3:6])[CH3:5])([CH3:3])[CH3:2]. The catalyst class is: 2.